Dataset: Catalyst prediction with 721,799 reactions and 888 catalyst types from USPTO. Task: Predict which catalyst facilitates the given reaction. (1) Reactant: Cl.[NH2:2][CH:3]([CH2:7][CH2:8][C:9]([F:12])([F:11])[F:10])[C:4]([OH:6])=[O:5].C([O-])([O-])=O.[K+].[K+].[O:19](C(OC(C)(C)C)=O)[C:20]([O:22][C:23]([CH3:26])([CH3:25])[CH3:24])=O. Product: [C:23]([O:22][C:20]([NH:2][CH:3]([CH2:7][CH2:8][C:9]([F:10])([F:11])[F:12])[C:4]([OH:6])=[O:5])=[O:19])([CH3:26])([CH3:25])[CH3:24]. The catalyst class is: 20. (2) Reactant: [OH:1][C:2]1[CH:11]=[C:10]2[C:5]([C:6]([O:12][C:13]3[CH:18]=[CH:17][C:16]([O:19][CH3:20])=[CH:15][C:14]=3[C:21](=[O:23])[CH3:22])=[CH:7][CH:8]=[N:9]2)=[CH:4][C:3]=1[O:24][CH3:25].[N:26]1([C:32](Cl)=[O:33])[CH2:31][CH2:30][O:29][CH2:28][CH2:27]1.C(=O)([O-])[O-].[K+].[K+].O. Product: [N:26]1([C:32]([O:1][C:2]2[CH:11]=[C:10]3[C:5]([C:6]([O:12][C:13]4[CH:18]=[CH:17][C:16]([O:19][CH3:20])=[CH:15][C:14]=4[C:21](=[O:23])[CH3:22])=[CH:7][CH:8]=[N:9]3)=[CH:4][C:3]=2[O:24][CH3:25])=[O:33])[CH2:31][CH2:30][O:29][CH2:28][CH2:27]1. The catalyst class is: 9.